This data is from Full USPTO retrosynthesis dataset with 1.9M reactions from patents (1976-2016). The task is: Predict the reactants needed to synthesize the given product. (1) Given the product [Cl:3][CH2:16][C:12]1[CH:11]=[C:10]([N:5]2[CH:9]=[CH:8][N:7]=[CH:6]2)[CH:15]=[CH:14][CH:13]=1, predict the reactants needed to synthesize it. The reactants are: S(Cl)([Cl:3])=O.[N:5]1([C:10]2[CH:11]=[C:12]([CH2:16]O)[CH:13]=[CH:14][CH:15]=2)[CH:9]=[CH:8][N:7]=[CH:6]1. (2) The reactants are: [C:1]([CH2:3][NH:4][C:5]([CH:7]([O:12][CH:13]([C:35]1[CH:40]=[CH:39][CH:38]=[CH:37][CH:36]=1)[C:14]1[CH:34]=[CH:33][C:17]([C:18]([N:20]2[CH2:25][CH2:24][N:23](C(OC(C)(C)C)=O)[CH2:22][CH2:21]2)=[O:19])=[CH:16][CH:15]=1)[CH2:8][CH:9]([CH3:11])[CH3:10])=[O:6])#[N:2]. Given the product [C:1]([CH2:3][NH:4][C:5](=[O:6])[CH:7]([O:12][CH:13]([C:35]1[CH:40]=[CH:39][CH:38]=[CH:37][CH:36]=1)[C:14]1[CH:34]=[CH:33][C:17]([C:18]([N:20]2[CH2:21][CH2:22][NH:23][CH2:24][CH2:25]2)=[O:19])=[CH:16][CH:15]=1)[CH2:8][CH:9]([CH3:11])[CH3:10])#[N:2], predict the reactants needed to synthesize it. (3) Given the product [CH2:38]([N:40]([CH2:44][CH3:45])[CH2:41][CH2:42][NH:43][C:9]([C:5]1[C:4]([CH3:12])=[C:3]([CH:1]=[O:2])[NH:7][C:6]=1[CH3:8])=[O:11])[CH3:39], predict the reactants needed to synthesize it. The reactants are: [CH:1]([C:3]1[NH:7][C:6]([CH3:8])=[C:5]([C:9]([OH:11])=O)[C:4]=1[CH3:12])=[O:2].C1(N=C=NC2CCCCC2)CCCCC1.ON1C2C=CC=CC=2N=N1.[CH2:38]([N:40]([CH2:44][CH3:45])[CH2:41][CH2:42][NH2:43])[CH3:39]. (4) Given the product [CH2:1]([O:8][C:9]1[CH:10]=[C:11]2[C:15](=[CH:16][CH:17]=1)[N:14]([C:30](=[O:31])[C:29]1[CH:33]=[CH:34][C:35]([Cl:36])=[C:27]([Cl:26])[CH:28]=1)[CH:13]=[C:12]2[CH:18]=[C:19]1[S:23][C:22](=[O:24])[NH:21][C:20]1=[O:25])[C:2]1[CH:3]=[CH:4][CH:5]=[CH:6][CH:7]=1, predict the reactants needed to synthesize it. The reactants are: [CH2:1]([O:8][C:9]1[CH:10]=[C:11]2[C:15](=[CH:16][CH:17]=1)[NH:14][CH:13]=[C:12]2[CH:18]=[C:19]1[S:23][C:22](=[O:24])[NH:21][C:20]1=[O:25])[C:2]1[CH:7]=[CH:6][CH:5]=[CH:4][CH:3]=1.[Cl:26][C:27]1[CH:28]=[C:29]([CH:33]=[CH:34][C:35]=1[Cl:36])[C:30](Cl)=[O:31].CN(C1C=CC=CN=1)C. (5) Given the product [CH2:29]([N:16]1[C:15](=[O:33])[C:14]([N:11]2[CH2:12][CH2:13][N:8]([CH3:6])[CH2:9][CH2:10]2)=[C:19]([CH3:20])[C:18]([C:21]2[CH:26]=[CH:25][C:24]([S:47][CH3:50])=[CH:23][CH:22]=2)=[N:17]1)[CH:30]([CH3:32])[CH3:31], predict the reactants needed to synthesize it. The reactants are: C(O[C:6]([N:8]1[CH2:13][CH2:12][N:11]([C:14]2[C:15](=[O:33])[N:16]([CH2:29][CH:30]([CH3:32])[CH3:31])[N:17]=[C:18]([C:21]3[CH:26]=[CH:25][C:24](C)=[C:23](F)[CH:22]=3)[C:19]=2[CH3:20])[CH2:10][CH2:9]1)=O)(C)(C)C.C(N1C(=O)C(CO[S:47]([CH3:50])(=O)=O)=CC(C2C=CC(SC)=CC=2)=N1)C(C)C.CN1CCNCC1.